From a dataset of NCI-60 drug combinations with 297,098 pairs across 59 cell lines. Regression. Given two drug SMILES strings and cell line genomic features, predict the synergy score measuring deviation from expected non-interaction effect. (1) Drug 1: CN1C(=O)N2C=NC(=C2N=N1)C(=O)N. Drug 2: CC(C)CN1C=NC2=C1C3=CC=CC=C3N=C2N. Cell line: HL-60(TB). Synergy scores: CSS=3.81, Synergy_ZIP=-2.10, Synergy_Bliss=-2.79, Synergy_Loewe=-3.26, Synergy_HSA=-3.64. (2) Drug 1: C1=CN(C=N1)CC(O)(P(=O)(O)O)P(=O)(O)O. Drug 2: N.N.Cl[Pt+2]Cl. Cell line: MDA-MB-435. Synergy scores: CSS=8.34, Synergy_ZIP=-6.03, Synergy_Bliss=-0.959, Synergy_Loewe=-4.17, Synergy_HSA=-1.65. (3) Drug 2: C(CN)CNCCSP(=O)(O)O. Synergy scores: CSS=-3.06, Synergy_ZIP=3.08, Synergy_Bliss=3.07, Synergy_Loewe=-2.05, Synergy_HSA=-1.50. Cell line: UACC-257. Drug 1: CC1=C(C=C(C=C1)C(=O)NC2=CC(=CC(=C2)C(F)(F)F)N3C=C(N=C3)C)NC4=NC=CC(=N4)C5=CN=CC=C5. (4) Drug 1: CCC1=C2CN3C(=CC4=C(C3=O)COC(=O)C4(CC)O)C2=NC5=C1C=C(C=C5)O. Drug 2: C1CNP(=O)(OC1)N(CCCl)CCCl. Cell line: HS 578T. Synergy scores: CSS=22.1, Synergy_ZIP=-8.41, Synergy_Bliss=-4.98, Synergy_Loewe=-43.1, Synergy_HSA=-3.80. (5) Drug 1: CN(C)N=NC1=C(NC=N1)C(=O)N. Drug 2: C1CC(=O)NC(=O)C1N2C(=O)C3=CC=CC=C3C2=O. Cell line: SF-539. Synergy scores: CSS=0.586, Synergy_ZIP=0.539, Synergy_Bliss=1.28, Synergy_Loewe=-5.40, Synergy_HSA=-3.25. (6) Drug 1: C1CN(P(=O)(OC1)NCCCl)CCCl. Drug 2: CC12CCC3C(C1CCC2OP(=O)(O)O)CCC4=C3C=CC(=C4)OC(=O)N(CCCl)CCCl.[Na+]. Cell line: SK-OV-3. Synergy scores: CSS=3.30, Synergy_ZIP=-0.787, Synergy_Bliss=1.13, Synergy_Loewe=-1.24, Synergy_HSA=-1.19. (7) Drug 1: C1CCC(C1)C(CC#N)N2C=C(C=N2)C3=C4C=CNC4=NC=N3. Drug 2: CC(CN1CC(=O)NC(=O)C1)N2CC(=O)NC(=O)C2. Cell line: OVCAR-8. Synergy scores: CSS=22.7, Synergy_ZIP=-2.71, Synergy_Bliss=2.72, Synergy_Loewe=0.200, Synergy_HSA=1.02. (8) Drug 1: C1CCC(CC1)NC(=O)N(CCCl)N=O. Drug 2: C1=CC=C(C(=C1)C(C2=CC=C(C=C2)Cl)C(Cl)Cl)Cl. Cell line: COLO 205. Synergy scores: CSS=21.7, Synergy_ZIP=-8.35, Synergy_Bliss=-3.86, Synergy_Loewe=-10.6, Synergy_HSA=-4.37. (9) Drug 1: CCC1=CC2CC(C3=C(CN(C2)C1)C4=CC=CC=C4N3)(C5=C(C=C6C(=C5)C78CCN9C7C(C=CC9)(C(C(C8N6C)(C(=O)OC)O)OC(=O)C)CC)OC)C(=O)OC.C(C(C(=O)O)O)(C(=O)O)O. Drug 2: CC1C(C(CC(O1)OC2CC(CC3=C2C(=C4C(=C3O)C(=O)C5=CC=CC=C5C4=O)O)(C(=O)C)O)N)O. Cell line: HT29. Synergy scores: CSS=31.1, Synergy_ZIP=7.31, Synergy_Bliss=8.44, Synergy_Loewe=-2.64, Synergy_HSA=8.46. (10) Drug 2: CN(C)N=NC1=C(NC=N1)C(=O)N. Cell line: RXF 393. Drug 1: CS(=O)(=O)C1=CC(=C(C=C1)C(=O)NC2=CC(=C(C=C2)Cl)C3=CC=CC=N3)Cl. Synergy scores: CSS=16.0, Synergy_ZIP=-0.842, Synergy_Bliss=1.74, Synergy_Loewe=-6.73, Synergy_HSA=2.25.